This data is from Full USPTO retrosynthesis dataset with 1.9M reactions from patents (1976-2016). The task is: Predict the reactants needed to synthesize the given product. (1) The reactants are: F[C:2]1[C:7]([CH:8]2[CH2:13][CH2:12][O:11][CH2:10][CH2:9]2)=[CH:6][CH:5]=[CH:4][N:3]=1.[S:14]1[C:18]2[CH:19]=[CH:20][CH:21]=[CH:22][C:17]=2[N:16]=[C:15]1[CH:23]1[CH2:28][CH2:27][CH:26]([OH:29])[CH2:25][CH2:24]1.[H-].[Na+]. Given the product [O:11]1[CH2:12][CH2:13][CH:8]([C:7]2[C:2]([O:29][C@H:26]3[CH2:25][CH2:24][C@H:23]([C:15]4[S:14][C:18]5[CH:19]=[CH:20][CH:21]=[CH:22][C:17]=5[N:16]=4)[CH2:28][CH2:27]3)=[N:3][CH:4]=[CH:5][CH:6]=2)[CH2:9][CH2:10]1.[O:11]1[CH2:12][CH2:13][CH:8]([C:7]2[C:2]([O:29][C@@H:26]3[CH2:25][CH2:24][C@H:23]([C:15]4[S:14][C:18]5[CH:19]=[CH:20][CH:21]=[CH:22][C:17]=5[N:16]=4)[CH2:28][CH2:27]3)=[N:3][CH:4]=[CH:5][CH:6]=2)[CH2:9][CH2:10]1, predict the reactants needed to synthesize it. (2) Given the product [CH3:3][N:4]([CH:5]1[CH2:6][CH2:7][N:8]([CH3:10])[CH2:9]1)[C:12]1[CH:17]=[CH:16][C:15]([N+:18]([O-:20])=[O:19])=[CH:14][CH:13]=1, predict the reactants needed to synthesize it. The reactants are: [OH-].[K+].[CH3:3][NH:4][CH:5]1[CH2:9][N:8]([CH3:10])[CH2:7][CH2:6]1.F[C:12]1[CH:17]=[CH:16][C:15]([N+:18]([O-:20])=[O:19])=[CH:14][CH:13]=1.